Dataset: Catalyst prediction with 721,799 reactions and 888 catalyst types from USPTO. Task: Predict which catalyst facilitates the given reaction. (1) Reactant: C([C@H]([C@@H](C(O)=O)O)O)(O)=O.[CH:11]([O:14][C:15]([C@@H:17]([NH:19][P@:20]([CH2:29][O:30][C@H:31]([CH3:43])[CH2:32][N:33]1[CH:41]=[N:40][C:39]2[C:34]1=[N:35][CH:36]=[N:37][C:38]=2[NH2:42])([O:22][C:23]1[CH:28]=[CH:27][CH:26]=[CH:25][CH:24]=1)=[O:21])[CH3:18])=[O:16])([CH3:13])[CH3:12].O.N. Product: [CH:11]([O:14][C:15]([C@@H:17]([NH:19][P@:20]([CH2:29][O:30][C@H:31]([CH3:43])[CH2:32][N:33]1[CH:41]=[N:40][C:39]2[C:34]1=[N:35][CH:36]=[N:37][C:38]=2[NH2:42])([O:22][C:23]1[CH:28]=[CH:27][CH:26]=[CH:25][CH:24]=1)=[O:21])[CH3:18])=[O:16])([CH3:12])[CH3:13]. The catalyst class is: 4. (2) Reactant: [CH3:1][C:2]1[C:7]([NH2:8])=[CH:6][CH:5]=[C:4]([CH3:9])[N:3]=1.C([O:12][CH:13]=[C:14]([C:20](OCC)=O)[C:15]([O:17][CH2:18][CH3:19])=[O:16])C. Product: [OH:12][C:13]1[C:6]2[C:7](=[C:2]([CH3:1])[N:3]=[C:4]([CH3:9])[CH:5]=2)[N:8]=[CH:20][C:14]=1[C:15]([O:17][CH2:18][CH3:19])=[O:16]. The catalyst class is: 113.